This data is from Reaction yield outcomes from USPTO patents with 853,638 reactions. The task is: Predict the reaction yield, written as a fraction of the theoretical maximum amount of product (1.0 means a 100% yield; for example, 0.34 means a 34% yield). (1) The reactants are [C:1]([C:3]1[CH:7]=[C:6]([C:8](=[O:27])[CH:9]([C:13]2[CH:18]=[CH:17][C:16]([N:19]3[CH:24]=[CH:23][CH:22]=[CH:21][C:20]3=[O:25])=[CH:15][C:14]=2[F:26])C([O-])=O)[N:5]([C:28]2[CH:33]=[CH:32][C:31]([O:34][CH3:35])=[CH:30][CH:29]=2)[N:4]=1)#[N:2].CO.S(O)(O)(=O)=O.C(=O)([O-])O. The catalyst is C(OCC)(=O)C. The product is [F:26][C:14]1[CH:15]=[C:16]([N:19]2[CH:24]=[CH:23][CH:22]=[CH:21][C:20]2=[O:25])[CH:17]=[CH:18][C:13]=1[CH2:9][C:8]([C:6]1[N:5]([C:28]2[CH:29]=[CH:30][C:31]([O:34][CH3:35])=[CH:32][CH:33]=2)[N:4]=[C:3]([C:1]#[N:2])[CH:7]=1)=[O:27]. The yield is 0.850. (2) The reactants are [F:1][C:2]1[CH:7]=[CH:6][C:5]([N:8]2[C:12]3([CH2:17][CH2:16][NH:15][CH2:14][CH2:13]3)[C:11](=[O:18])[N:10]([CH2:19][C:20]3[CH:32]=[CH:31][CH:30]=[CH:29][C:21]=3[C:22]([O:24][C:25]([CH3:28])([CH3:27])[CH3:26])=[O:23])[CH2:9]2)=[CH:4][CH:3]=1.[I-].[Na+].C(=O)([O-])[O-].[K+].[K+].Cl[CH2:42][CH2:43][CH2:44][N:45]1[C:53]2[C:48](=[CH:49][CH:50]=[CH:51][CH:52]=2)[C:47]([F:55])([CH3:54])[C:46]1=[O:56]. The catalyst is CC(=O)CC. The product is [F:55][C:47]1([CH3:54])[C:48]2[C:53](=[CH:52][CH:51]=[CH:50][CH:49]=2)[N:45]([CH2:44][CH2:43][CH2:42][N:15]2[CH2:14][CH2:13][C:12]3([N:8]([C:5]4[CH:6]=[CH:7][C:2]([F:1])=[CH:3][CH:4]=4)[CH2:9][N:10]([CH2:19][C:20]4[CH:32]=[CH:31][CH:30]=[CH:29][C:21]=4[C:22]([O:24][C:25]([CH3:28])([CH3:26])[CH3:27])=[O:23])[C:11]3=[O:18])[CH2:17][CH2:16]2)[C:46]1=[O:56]. The yield is 0.910. (3) The reactants are [NH2:1][C:2]1[CH:7]=[C:6]([Cl:8])[C:5]([C:9]2[CH:14]=[CH:13][C:12]([N:15]([CH3:17])[CH3:16])=[CH:11][CH:10]=2)=[CH:4][C:3]=1[C:18]([O:20][CH3:21])=[O:19].[C:22](OC(=O)C)(=[O:24])[CH3:23]. No catalyst specified. The product is [C:22]([NH:1][C:2]1[CH:7]=[C:6]([Cl:8])[C:5]([C:9]2[CH:10]=[CH:11][C:12]([N:15]([CH3:16])[CH3:17])=[CH:13][CH:14]=2)=[CH:4][C:3]=1[C:18]([O:20][CH3:21])=[O:19])(=[O:24])[CH3:23]. The yield is 0.900. (4) The reactants are [N:1]12[CH2:9][CH2:8][CH:5]([CH2:6][CH2:7]1)[NH:4][C:3](=O)[CH2:2]2.O1CCOCC1. The catalyst is O. The product is [N:1]12[CH2:9][CH2:8][CH:5]([CH2:6][CH2:7]1)[NH:4][CH2:3][CH2:2]2. The yield is 0.780. (5) The reactants are [CH2:1]([CH:4]1[CH2:9][CH2:8][CH2:7][CH2:6][C:5]1=[CH:10][C:11]([O:13]C(C)(C)C)=[O:12])[CH:2]=[CH2:3].FC(F)(F)C(O)=O. The catalyst is ClCCl. The product is [CH2:1]([CH:4]1[CH2:9][CH2:8][CH2:7][CH2:6][C:5]1=[CH:10][C:11]([OH:13])=[O:12])[CH:2]=[CH2:3]. The yield is 1.00.